Dataset: Peptide-MHC class II binding affinity with 134,281 pairs from IEDB. Task: Regression. Given a peptide amino acid sequence and an MHC pseudo amino acid sequence, predict their binding affinity value. This is MHC class II binding data. (1) The peptide sequence is LFFAKCLVVSTKGDV. The MHC is H-2-IAb with pseudo-sequence H-2-IAb. The binding affinity (normalized) is 0. (2) The peptide sequence is QGEPGAVIRGKKGAG. The MHC is DRB1_0101 with pseudo-sequence DRB1_0101. The binding affinity (normalized) is 0.465.